Dataset: Full USPTO retrosynthesis dataset with 1.9M reactions from patents (1976-2016). Task: Predict the reactants needed to synthesize the given product. (1) Given the product [CH3:1][O:2][C@H:3]([C@@H:14]([CH3:21])[C@@H:15]([O:19][CH3:20])[CH:16]=[O:22])[C@@H:4]([CH3:13])[CH2:5][O:6][C:7](=[O:12])[C:8]([CH3:9])([CH3:10])[CH3:11], predict the reactants needed to synthesize it. The reactants are: [CH3:1][O:2][C@H:3]([C@@H:14]([CH3:21])[C@@H:15]([O:19][CH3:20])/[CH:16]=C/C)[C@@H:4]([CH3:13])[CH2:5][O:6][C:7](=[O:12])[C:8]([CH3:11])([CH3:10])[CH3:9].[O:22]=[O+][O-].C1(P(C2C=CC=CC=2)C2C=CC=CC=2)C=CC=CC=1. (2) Given the product [O:1]1[C:5]2([CH2:10][CH2:9][CH:8]([NH:18][CH2:17][CH:13]3[CH2:14][CH2:15][CH2:16][O:12]3)[CH2:7][CH2:6]2)[O:4][CH2:3][CH2:2]1, predict the reactants needed to synthesize it. The reactants are: [O:1]1[C:5]2([CH2:10][CH2:9][C:8](=O)[CH2:7][CH2:6]2)[O:4][CH2:3][CH2:2]1.[O:12]1[CH2:16][CH2:15][CH2:14][CH:13]1[CH2:17][NH2:18].